From a dataset of Forward reaction prediction with 1.9M reactions from USPTO patents (1976-2016). Predict the product of the given reaction. (1) Given the reactants [CH:1]([C:4]1[CH:11]=[CH:10][CH:9]=[CH:8][C:5]=1[CH:6]=O)([CH3:3])[CH3:2].ClC1C=[C:15](C=CC=1)[CH:16]=[O:17].[CH3:21][Si:22]([CH3:29])([CH3:28])N[Si:22]([CH3:29])([CH3:28])[CH3:21].C([Li])CCC.C[Si](Cl)(C)C.C([N:42](CC)CC)C.C(Cl)(=O)C, predict the reaction product. The product is: [CH:1]([C:4]1[CH:11]=[CH:10][CH:9]=[CH:8][C:5]=1[CH:6]=[N:42][C:16]([O:15][Si:22]([CH3:29])([CH3:28])[CH3:21])=[CH2:17])([CH3:3])[CH3:2]. (2) Given the reactants C[Si](C)(C)[C:3]#[C:4][C:5]1[CH:10]=[CH:9][CH:8]=[C:7]([C:11]([F:14])([F:13])[F:12])[CH:6]=1.C(=O)([O-])[O-].[K+].[K+], predict the reaction product. The product is: [C:4]([C:5]1[CH:10]=[CH:9][CH:8]=[C:7]([C:11]([F:12])([F:13])[F:14])[CH:6]=1)#[CH:3]. (3) The product is: [Br:1][C:2]1[CH:7]=[CH:6][C:5]([CH2:8][CH2:9][CH2:10][C:11]([OH:13])=[O:12])=[C:4]([F:14])[CH:3]=1. Given the reactants [Br:1][C:2]1[CH:7]=[CH:6][C:5](/[CH:8]=[CH:9]/[CH2:10][C:11]([OH:13])=[O:12])=[C:4]([F:14])[CH:3]=1, predict the reaction product. (4) Given the reactants [CH:1]1([N:4]([CH2:18][C:19]2[N:23]=[C:22]([C:24]([O:26]CC)=O)[O:21][N:20]=2)[S:5]([C:8]2[C:13]([CH3:14])=[CH:12][C:11]([O:15][CH3:16])=[CH:10][C:9]=2[CH3:17])(=[O:7])=[O:6])[CH2:3][CH2:2]1.[CH3:29][N:30]1[CH2:35][CH2:34][CH:33]([CH2:36][N:37]2[CH2:42][CH2:41][NH:40][CH2:39][CH2:38]2)[CH2:32][CH2:31]1.C[Al](C)C, predict the reaction product. The product is: [NH3:4].[CH:1]1([N:4]([CH2:18][C:19]2[N:23]=[C:22]([C:24]([N:40]3[CH2:39][CH2:38][N:37]([CH2:36][CH:33]4[CH2:34][CH2:35][N:30]([CH3:29])[CH2:31][CH2:32]4)[CH2:42][CH2:41]3)=[O:26])[O:21][N:20]=2)[S:5]([C:8]2[C:13]([CH3:14])=[CH:12][C:11]([O:15][CH3:16])=[CH:10][C:9]=2[CH3:17])(=[O:6])=[O:7])[CH2:3][CH2:2]1.